Dataset: Catalyst prediction with 721,799 reactions and 888 catalyst types from USPTO. Task: Predict which catalyst facilitates the given reaction. (1) Reactant: [H-].[Na+].[NH2:3][C:4]1[C:5]([Br:11])=[C:6]([OH:10])[CH:7]=[CH:8][CH:9]=1.[CH3:12][O:13][CH2:14]Cl. Product: [Br:11][C:5]1[C:6]([O:10][CH2:12][O:13][CH3:14])=[CH:7][CH:8]=[CH:9][C:4]=1[NH2:3]. The catalyst class is: 1. (2) Reactant: [Br:1][C:2]1[S:6][C:5]([C:7]2[CH:12]=[CH:11][N:10]=[C:9]([S:13][CH3:14])[N:8]=2)=[CH:4][CH:3]=1.C1C=C(Cl)C=C(C(OO)=[O:23])C=1. Product: [Br:1][C:2]1[S:6][C:5]([C:7]2[CH:12]=[CH:11][N:10]=[C:9]([S:13]([CH3:14])=[O:23])[N:8]=2)=[CH:4][CH:3]=1. The catalyst class is: 2. (3) Reactant: [CH3:1][O:2][C:3]1[C:11]2[C:10]3[CH:12]=[CH:13][CH:14]=[C:15]([NH:16][C:17](=[O:19])[CH3:18])[C:9]=3[S:8][C:7]=2[C:6]([CH:20]=[O:21])=[CH:5][CH:4]=1.S(=O)(=O)([OH:24])N.Cl([O-])=O.[Na+]. Product: [CH3:1][O:2][C:3]1[C:11]2[C:10]3[CH:12]=[CH:13][CH:14]=[C:15]([NH:16][C:17](=[O:19])[CH3:18])[C:9]=3[S:8][C:7]=2[C:6]([C:20]([OH:24])=[O:21])=[CH:5][CH:4]=1. The catalyst class is: 20. (4) Reactant: [NH2:1][CH:2]([C:9]([CH3:13])([CH3:12])[CH2:10][CH3:11])[CH2:3][C:4]([O:6][CH2:7][CH3:8])=[O:5].[Cl:14][C:15]1[C:20]([C:21]#[N:22])=[CH:19][C:18]([F:23])=[C:17](Cl)[N:16]=1.CCN(CC)CC. Product: [Cl:14][C:15]1[N:16]=[C:17]([NH:1][CH:2]([C:9]([CH3:12])([CH3:13])[CH2:10][CH3:11])[CH2:3][C:4]([O:6][CH2:7][CH3:8])=[O:5])[C:18]([F:23])=[CH:19][C:20]=1[C:21]#[N:22]. The catalyst class is: 10.